This data is from Drug-induced liver injury (DILI) classification data. The task is: Regression/Classification. Given a drug SMILES string, predict its toxicity properties. Task type varies by dataset: regression for continuous values (e.g., LD50, hERG inhibition percentage) or binary classification for toxic/non-toxic outcomes (e.g., AMES mutagenicity, cardiotoxicity, hepatotoxicity). Dataset: dili. The molecule is CC(=O)Nc1ccc2c(c1)Cc1ccccc1-2. The result is 1 (causes liver injury).